From a dataset of Catalyst prediction with 721,799 reactions and 888 catalyst types from USPTO. Predict which catalyst facilitates the given reaction. (1) Reactant: [C:1]([O:5][C:6]([N:8]([CH2:14][C:15]1[CH:26]=[C:25]([O:27][CH3:28])[CH:24]=[CH:23][C:16]=1[CH2:17][CH2:18][C:19]([O:21]C)=[O:20])[CH2:9][C:10]([F:13])([F:12])[F:11])=[O:7])([CH3:4])([CH3:3])[CH3:2].[OH-].[Na+].Cl. Product: [C:1]([O:5][C:6]([N:8]([CH2:14][C:15]1[CH:26]=[C:25]([O:27][CH3:28])[CH:24]=[CH:23][C:16]=1[CH2:17][CH2:18][C:19]([OH:21])=[O:20])[CH2:9][C:10]([F:11])([F:12])[F:13])=[O:7])([CH3:3])([CH3:4])[CH3:2]. The catalyst class is: 12. (2) Reactant: [N:1]1[C:10]2[C:5](=[CH:6][CH:7]=[CH:8][C:9]=2[N:11]2[CH2:16][CH2:15][N:14](C(OC(C)(C)C)=O)[CH2:13][CH2:12]2)[CH:4]=[CH:3][CH:2]=1.C(O)(C(F)(F)F)=O. Product: [N:11]1([C:9]2[CH:8]=[CH:7][CH:6]=[C:5]3[C:10]=2[N:1]=[CH:2][CH:3]=[CH:4]3)[CH2:16][CH2:15][NH:14][CH2:13][CH2:12]1. The catalyst class is: 2. (3) Reactant: [NH2:1][C:2]1[N:7]=[C:6](Br)[C:5]([C:9]#[N:10])=[C:4]([S:11][CH3:12])[N:3]=1.C(=O)([O-])[O-].[Cs+].[Cs+].[CH3:19][C:20]1[CH:24]=[CH:23][NH:22][N:21]=1. The catalyst class is: 37. Product: [NH2:1][C:2]1[N:7]=[C:6]([N:22]2[CH:23]=[CH:24][C:20]([CH3:19])=[N:21]2)[C:5]([C:9]#[N:10])=[C:4]([S:11][CH3:12])[N:3]=1. (4) Reactant: Cl.Cl.C([O:11][CH2:12][CH2:13][O:14][CH2:15][CH2:16][N:17]1[C:25]2[C:24]([NH:26][C:27]3[CH:32]=[CH:31][C:30]([O:33][C:34]4[CH:39]=[CH:38][CH:37]=[C:36]([NH2:40])[CH:35]=4)=[C:29]([Cl:41])[CH:28]=3)=[N:23][CH:22]=[N:21][C:20]=2[CH:19]=[CH:18]1)(=O)C1C=CC=CC=1.C(N(CC)CC)C.[N:49]([C:52]([CH3:55])([CH3:54])[CH3:53])=[C:50]=[O:51].O. Product: [C:52]([NH:49][C:50]([NH:40][C:36]1[CH:37]=[CH:38][CH:39]=[C:34]([O:33][C:30]2[CH:31]=[CH:32][C:27]([NH:26][C:24]3[C:25]4[N:17]([CH2:16][CH2:15][O:14][CH2:13][CH2:12][OH:11])[CH:18]=[CH:19][C:20]=4[N:21]=[CH:22][N:23]=3)=[CH:28][C:29]=2[Cl:41])[CH:35]=1)=[O:51])([CH3:55])([CH3:54])[CH3:53]. The catalyst class is: 11. (5) Reactant: [S:1]1[C:5]2[CH:6]=[CH:7][CH:8]=[CH:9][C:4]=2[N:3]=[C:2]1[N:10]1[C:14](=[O:15])[CH:13]=[C:12]([C:16]2[CH:21]=[CH:20][CH:19]=[C:18]([F:22])[CH:17]=2)[NH:11]1.CO[CH:25](OC)[N:26]([CH3:28])[CH3:27].C(OCC)C. Product: [S:1]1[C:5]2[CH:6]=[CH:7][CH:8]=[CH:9][C:4]=2[N:3]=[C:2]1[N:10]1[C:14](=[O:15])[C:13](=[CH:25][N:26]([CH3:28])[CH3:27])[C:12]([C:16]2[CH:21]=[CH:20][CH:19]=[C:18]([F:22])[CH:17]=2)=[N:11]1. The catalyst class is: 1. (6) Reactant: C1(P(C2C=CC=CC=2)C2C=CC=CC=2)C=CC=CC=1.[N:20]([CH:23]1[CH:27]([CH3:28])[CH2:26][N:25]([C:29]([O:31][CH2:32][C:33]2[CH:38]=[CH:37][CH:36]=[CH:35][CH:34]=2)=[O:30])[CH2:24]1)=[N+]=[N-].Cl.[OH-].[Na+]. Product: [NH2:20][C@H:23]1[C@@H:27]([CH3:28])[CH2:26][N:25]([C:29]([O:31][CH2:32][C:33]2[CH:38]=[CH:37][CH:36]=[CH:35][CH:34]=2)=[O:30])[CH2:24]1. The catalyst class is: 192. (7) The catalyst class is: 12. Reactant: [Cl:1][C:2]1[CH:8]=[CH:7][C:5]([NH2:6])=[C:4]([F:9])[CH:3]=1.[C:10](O[C:10]([O:12][C:13]([CH3:16])([CH3:15])[CH3:14])=[O:11])([O:12][C:13]([CH3:16])([CH3:15])[CH3:14])=[O:11]. Product: [Cl:1][C:2]1[CH:8]=[CH:7][C:5]([NH:6][C:10](=[O:11])[O:12][C:13]([CH3:16])([CH3:15])[CH3:14])=[C:4]([F:9])[CH:3]=1.